This data is from Catalyst prediction with 721,799 reactions and 888 catalyst types from USPTO. The task is: Predict which catalyst facilitates the given reaction. Reactant: [Cl:1][C:2]1[CH:3]=[C:4]([C:8]2[C:9]3[CH:43]=[CH:42][CH:41]=[C:40]([CH2:44][CH3:45])[C:10]=3[NH:11][C:12](=[O:39])[CH:13]([NH:15][C:16]([C@H:18]([CH2:33][CH2:34][C:35]([F:38])([F:37])[F:36])[C@H:19]([CH2:27][CH2:28][C:29]([F:32])([F:31])[F:30])[C:20]([O:22]C(C)(C)C)=[O:21])=[O:17])[N:14]=2)[CH:5]=[CH:6][CH:7]=1.C(O)(C(F)(F)F)=O. Product: [Cl:1][C:2]1[CH:3]=[C:4]([C:8]2[C:9]3[CH:43]=[CH:42][CH:41]=[C:40]([CH2:44][CH3:45])[C:10]=3[NH:11][C:12](=[O:39])[CH:13]([NH:15][C:16]([C@H:18]([CH2:33][CH2:34][C:35]([F:37])([F:38])[F:36])[C@H:19]([CH2:27][CH2:28][C:29]([F:32])([F:31])[F:30])[C:20]([OH:22])=[O:21])=[O:17])[N:14]=2)[CH:5]=[CH:6][CH:7]=1. The catalyst class is: 2.